This data is from Reaction yield outcomes from USPTO patents with 853,638 reactions. The task is: Predict the reaction yield, written as a fraction of the theoretical maximum amount of product (1.0 means a 100% yield; for example, 0.34 means a 34% yield). (1) The reactants are [CH3:1][C:2]1[C:6]([C:7]2[CH:19]=[C:18]([C:20]([NH2:22])=[O:21])[C:17]3[C:16]4[C:11](=[CH:12][C:13]([C:23]([OH:26])([CH3:25])[CH3:24])=[CH:14][CH:15]=4)[N:10]([C@H:27]([C:34]4[CH:39]=[CH:38][CH:37]=[CH:36][CH:35]=4)[CH:28]4[CH2:33][CH2:32][O:31][CH2:30][CH2:29]4)[C:9]=3[CH:8]=2)=[C:5]([CH3:40])[O:4][N:3]=1.[C:41](O)(C(F)(F)F)=O. The catalyst is CO. The product is [CH3:40][C:5]1[O:4][N:3]=[C:2]([CH3:1])[C:6]=1[C:7]1[CH:19]=[C:18]([C:20]([NH2:22])=[O:21])[C:17]2[C:16]3[C:11](=[CH:12][C:13]([C:23]([O:26][CH3:41])([CH3:25])[CH3:24])=[CH:14][CH:15]=3)[N:10]([C@@H:27]([CH:28]3[CH2:33][CH2:32][O:31][CH2:30][CH2:29]3)[C:34]3[CH:39]=[CH:38][CH:37]=[CH:36][CH:35]=3)[C:9]=2[CH:8]=1. The yield is 0.724. (2) The reactants are [Cl:1][C:2]1[CH:29]=[CH:28][C:5]([CH2:6][CH2:7][N:8]2[CH2:13][CH2:12][N:11]([C:14]3[CH:19]=[CH:18][C:17]4[C:20]5[CH2:21][NH:22][CH2:23][CH2:24][C:25]=5[O:26][C:16]=4[CH:15]=3)[C:10](=[O:27])[CH2:9]2)=[CH:4][CH:3]=1.Cl.CCOCC. The catalyst is CO. The product is [ClH:1].[Cl:1][C:2]1[CH:29]=[CH:28][C:5]([CH2:6][CH2:7][N:8]2[CH2:13][CH2:12][N:11]([C:14]3[CH:19]=[CH:18][C:17]4[C:20]5[CH2:21][NH:22][CH2:23][CH2:24][C:25]=5[O:26][C:16]=4[CH:15]=3)[C:10](=[O:27])[CH2:9]2)=[CH:4][CH:3]=1. The yield is 1.00. (3) The reactants are [CH3:1][O:2][C:3]([C:5]1[CH:10]=[CH:9][C:8]([C:11]2[C:12]([CH3:49])([CH3:48])[C@H:13]3[C@:26]([CH3:29])([CH2:27][CH:28]=2)[C@@H:25]2[C@:16]([CH3:47])([C@@:17]4([CH3:46])[C@H:22]([CH2:23][CH2:24]2)[C@H:21]2[C@H:30]([C:33]([CH3:35])=[CH2:34])[CH2:31][CH2:32][C@:20]2([C:36]([O:38][Si](C(C)(C)C)(C)C)=[O:37])[CH2:19][CH2:18]4)[CH2:15][CH2:14]3)=[CH:7][CH:6]=1)=[O:4].CCCC[N+](CCCC)(CCCC)CCCC.[F-]. The catalyst is O1CCOCC1.Cl.O. The product is [CH3:1][O:2][C:3]([C:5]1[CH:10]=[CH:9][C:8]([C:11]2[C:12]([CH3:49])([CH3:48])[C@H:13]3[C@:26]([CH3:29])([CH2:27][CH:28]=2)[C@@H:25]2[C@:16]([CH3:47])([C@@:17]4([CH3:46])[C@H:22]([CH2:23][CH2:24]2)[C@H:21]2[C@H:30]([C:33]([CH3:35])=[CH2:34])[CH2:31][CH2:32][C@:20]2([C:36]([OH:38])=[O:37])[CH2:19][CH2:18]4)[CH2:15][CH2:14]3)=[CH:7][CH:6]=1)=[O:4]. The yield is 0.990. (4) The reactants are C[O:2][C:3]1[CH:4]=[C:5]([S:9]([N:12]2[CH:16]=[CH:15][C:14]([C:17]3[C:25]4[C:24]([NH:26][C@H:27]([C:29]5[N:34]([C:35]6[CH:40]=[CH:39][CH:38]=[CH:37][CH:36]=6)[C:33](=[O:41])[C:32]6=[C:42]([CH3:45])[CH:43]=[CH:44][N:31]6[N:30]=5)[CH3:28])=[N:23][CH:22]=[N:21][C:20]=4[N:19](COCC[Si](C)(C)C)[CH:18]=3)=[N:13]2)(=[O:11])=[O:10])[CH:6]=[CH:7][CH:8]=1.B(Br)(Br)Br.N. The catalyst is ClCCl. The product is [OH:2][C:3]1[CH:4]=[C:5]([S:9]([N:12]2[CH:16]=[CH:15][C:14]([C:17]3[C:25]4[C:24]([NH:26][C@H:27]([C:29]5[N:34]([C:35]6[CH:40]=[CH:39][CH:38]=[CH:37][CH:36]=6)[C:33](=[O:41])[C:32]6=[C:42]([CH3:45])[CH:43]=[CH:44][N:31]6[N:30]=5)[CH3:28])=[N:23][CH:22]=[N:21][C:20]=4[NH:19][CH:18]=3)=[N:13]2)(=[O:10])=[O:11])[CH:6]=[CH:7][CH:8]=1. The yield is 0.170. (5) The reactants are [CH:1]([C:3]1[CH:8]=[CH:7][C:6]([N:9]2[CH:13]=[N:12][CH:11]=[N:10]2)=[CH:5][CH:4]=1)=[CH2:2].[Li][CH2:15]CCC.CI. The catalyst is C1COCC1. The product is [CH3:15][C:13]1[N:9]([C:6]2[CH:5]=[CH:4][C:3]([CH:1]=[CH2:2])=[CH:8][CH:7]=2)[N:10]=[CH:11][N:12]=1. The yield is 0.460. (6) The reactants are [Cl:1][C:2]1[S:3][C:4]([Cl:21])=[CH:5][C:6]=1[S:7]([NH:10][C:11]1[CH:19]=[CH:18][C:14]([C:15]([OH:17])=[O:16])=[C:13]([OH:20])[CH:12]=1)(=[O:9])=[O:8].C(N1C=CN=C1)(N1C=CN=C1)=O.N1C=CC=CC=1.[CH3:40][O:41][CH2:42][CH2:43]O.C(O)(C(F)(F)F)=O. The catalyst is CC#N.CC#N.CO.O. The product is [Cl:1][C:2]1[S:3][C:4]([Cl:21])=[CH:5][C:6]=1[S:7]([NH:10][C:11]1[CH:19]=[CH:18][C:14]([C:15]([O:17][CH2:43][CH2:42][O:41][CH3:40])=[O:16])=[C:13]([OH:20])[CH:12]=1)(=[O:9])=[O:8]. The yield is 0.660. (7) The catalyst is C1COCC1. The yield is 0.500. The product is [O:49]1[CH2:50][CH2:51][CH:47]([NH:46][C:21]([C:17]2[N:18]([CH3:20])[N:19]=[C:15]([O:14][CH2:13][C:12]3[C:8]([C:5]4[CH:4]=[CH:3][C:2]([F:1])=[CH:7][CH:6]=4)=[N:9][O:10][C:11]=3[CH2:24][OH:25])[CH:16]=2)=[O:23])[CH2:48]1. The reactants are [F:1][C:2]1[CH:7]=[CH:6][C:5]([C:8]2[C:12]([CH2:13][O:14][C:15]3[CH:16]=[C:17]([C:21]([OH:23])=O)[N:18]([CH3:20])[N:19]=3)=[C:11]([CH2:24][OH:25])[O:10][N:9]=2)=[CH:4][CH:3]=1.O.ON1C2C=CC=CC=2N=N1.C(N(C(C)C)C(C)C)C.[NH2:46][CH:47]1[CH2:51][CH2:50][O:49][CH2:48]1.[Cl-].[Na+].